Dataset: NCI-60 drug combinations with 297,098 pairs across 59 cell lines. Task: Regression. Given two drug SMILES strings and cell line genomic features, predict the synergy score measuring deviation from expected non-interaction effect. (1) Drug 1: CN(C)C1=NC(=NC(=N1)N(C)C)N(C)C. Drug 2: C1CN(P(=O)(OC1)NCCCl)CCCl. Cell line: SN12C. Synergy scores: CSS=-4.57, Synergy_ZIP=0.310, Synergy_Bliss=-2.96, Synergy_Loewe=-4.78, Synergy_HSA=-4.46. (2) Drug 1: C1CN(CCN1C(=O)CCBr)C(=O)CCBr. Drug 2: CS(=O)(=O)OCCCCOS(=O)(=O)C. Cell line: T-47D. Synergy scores: CSS=22.8, Synergy_ZIP=-6.02, Synergy_Bliss=-1.80, Synergy_Loewe=-14.1, Synergy_HSA=-2.53. (3) Drug 1: C1=CN(C(=O)N=C1N)C2C(C(C(O2)CO)O)O.Cl. Drug 2: CN(C(=O)NC(C=O)C(C(C(CO)O)O)O)N=O. Cell line: OVCAR-5. Synergy scores: CSS=20.0, Synergy_ZIP=4.37, Synergy_Bliss=5.65, Synergy_Loewe=-15.3, Synergy_HSA=2.59. (4) Drug 1: C1=CC(=C2C(=C1NCCNCCO)C(=O)C3=C(C=CC(=C3C2=O)O)O)NCCNCCO. Drug 2: CN(C(=O)NC(C=O)C(C(C(CO)O)O)O)N=O. Cell line: OVCAR3. Synergy scores: CSS=22.9, Synergy_ZIP=3.34, Synergy_Bliss=2.27, Synergy_Loewe=-26.6, Synergy_HSA=-0.701.